This data is from Reaction yield outcomes from USPTO patents with 853,638 reactions. The task is: Predict the reaction yield, written as a fraction of the theoretical maximum amount of product (1.0 means a 100% yield; for example, 0.34 means a 34% yield). (1) The reactants are N1C=CN=C1.[I:6]I.C1(P(C2C=CC=CC=2)C2C=CC=CC=2)C=CC=CC=1.[F:27][C@H:28]([CH2:38]O)[CH2:29][NH:30][C:31](=[O:37])[O:32][C:33]([CH3:36])([CH3:35])[CH3:34]. The catalyst is C(Cl)Cl. The product is [F:27][C@H:28]([CH2:38][I:6])[CH2:29][NH:30][C:31](=[O:37])[O:32][C:33]([CH3:36])([CH3:35])[CH3:34]. The yield is 0.620. (2) The reactants are [Si:1](Cl)([C:4]([CH3:7])([CH3:6])[CH3:5])([CH3:3])[CH3:2].[Cl:9][C:10]1[N:17]=[C:16]([NH:18][CH2:19][CH2:20][CH2:21][OH:22])[C:15]([F:23])=[CH:14][C:11]=1[C:12]#[N:13].ClC1N=C(Cl)C(F)=CC=1C#N.CCN(CC)CC. The catalyst is C(Cl)Cl.CN(C1C=CN=CC=1)C. The product is [Si:1]([O:22][CH2:21][CH2:20][CH2:19][NH:18][C:16]1[C:15]([F:23])=[CH:14][C:11]([C:12]#[N:13])=[C:10]([Cl:9])[N:17]=1)([C:4]([CH3:7])([CH3:6])[CH3:5])([CH3:3])[CH3:2]. The yield is 0.980.